Dataset: Full USPTO retrosynthesis dataset with 1.9M reactions from patents (1976-2016). Task: Predict the reactants needed to synthesize the given product. (1) Given the product [CH3:15][NH:16][C:17]1[CH:18]=[C:19]([C:23]2[CH:28]=[N:27][C:26]([CH2:29][CH2:30][C:31]([O:33][CH3:34])=[O:32])=[N:25][CH:24]=2)[CH:20]=[CH:21][CH:22]=1, predict the reactants needed to synthesize it. The reactants are: FC(F)(F)C(O)=O.C(OC([CH2:15][NH:16][C:17]1[CH:18]=[C:19]([C:23]2[CH:24]=[N:25][C:26]([CH2:29][CH2:30][C:31]([O:33][CH3:34])=[O:32])=[N:27][CH:28]=2)[CH:20]=[CH:21][CH:22]=1)=O)(C)(C)C.[OH-].[Na+]. (2) Given the product [Br:20][C:9]1[CH:8]=[C:7]([F:10])[C:6]([O:11][CH3:12])=[CH:5][C:4]=1[CH:1]1[CH2:3][CH2:2]1, predict the reactants needed to synthesize it. The reactants are: [CH:1]1([C:4]2[CH:9]=[CH:8][C:7]([F:10])=[C:6]([O:11][CH3:12])[CH:5]=2)[CH2:3][CH2:2]1.C1C(=O)N([Br:20])C(=O)C1. (3) Given the product [C:18]([CH:20]([C:2]1[N:7]=[C:6]([C:8]([F:11])([F:10])[F:9])[CH:5]=[CH:4][N:3]=1)[C:21]([O:23][C:24]([CH3:27])([CH3:26])[CH3:25])=[O:22])#[N:19], predict the reactants needed to synthesize it. The reactants are: Cl[C:2]1[N:7]=[C:6]([C:8]([F:11])([F:10])[F:9])[CH:5]=[CH:4][N:3]=1.C([O-])([O-])=O.[K+].[K+].[C:18]([CH2:20][C:21]([O:23][C:24]([CH3:27])([CH3:26])[CH3:25])=[O:22])#[N:19].Cl. (4) Given the product [N:16]1([C:18]([NH2:19])=[O:22])[CH2:11][CH2:7][O:8][CH2:9][CH2:2]1, predict the reactants needed to synthesize it. The reactants are: O[C@H:2]1[C@H:9]2[C@H](O[C:7]([CH3:11])(C)[O:8]2)O[C@H]1C(O)=O.C[N:16]([C:18]([O:22]N1N=NC2C=CC=CC1=2)=[N+:19](C)C)C.[B-](F)(F)(F)F.CN1CCOCC1.N1CCOCC1. (5) Given the product [CH3:31][C@H:12]1[C:13](=[O:30])[N:14]([C:16]2[CH:21]=[CH:20][C:19]([N:22]3[CH2:27][CH2:26][O:25][CH2:24][C:23]3=[O:28])=[C:18]([CH3:29])[CH:17]=2)[CH2:15][C@@H:11]1[NH:10][C:7]([C:5]1[S:6][C:2]([Br:1])=[CH:3][CH:4]=1)=[O:9], predict the reactants needed to synthesize it. The reactants are: [Br:1][C:2]1[S:6][C:5]([C:7]([OH:9])=O)=[CH:4][CH:3]=1.[NH2:10][C@H:11]1[CH2:15][N:14]([C:16]2[CH:21]=[CH:20][C:19]([N:22]3[CH2:27][CH2:26][O:25][CH2:24][C:23]3=[O:28])=[C:18]([CH3:29])[CH:17]=2)[C:13](=[O:30])[C@@H:12]1[CH3:31].CN(C(ON1N=NC2C=CC=CC1=2)=[N+](C)C)C.[B-](F)(F)(F)F.CN1CCOCC1. (6) Given the product [CH2:15]([O:17][C:18](=[O:32])[C:19]1[CH:24]=[C:23]([C:25]([F:28])([F:27])[F:26])[C:22]([CH2:29][N:42]2[CH2:43][CH2:44][C@H:40]([NH:39][C:38]([O:37][C:33]([CH3:36])([CH3:35])[CH3:34])=[O:45])[CH2:41]2)=[CH:21][C:20]=1[NH2:31])[CH3:16], predict the reactants needed to synthesize it. The reactants are: C(O[BH-](OC(=O)C)OC(=O)C)(=O)C.[Na+].[CH2:15]([O:17][C:18](=[O:32])[C:19]1[CH:24]=[C:23]([C:25]([F:28])([F:27])[F:26])[C:22]([CH:29]=O)=[CH:21][C:20]=1[NH2:31])[CH3:16].[C:33]([O:37][C:38](=[O:45])[NH:39][C@H:40]1[CH2:44][CH2:43][NH:42][CH2:41]1)([CH3:36])([CH3:35])[CH3:34].C(=O)(O)[O-].[Na+]. (7) Given the product [CH3:13][C:5]([CH:7]1[CH2:8][CH2:9][O:10][CH2:11][CH2:12]1)([CH3:6])[C:4]([OH:14])=[O:3], predict the reactants needed to synthesize it. The reactants are: C([O:3][C:4](=[O:14])[C:5]([CH3:13])([CH:7]1[CH2:12][CH2:11][O:10][CH2:9][CH2:8]1)[CH3:6])C.[OH-].[K+]. (8) Given the product [CH3:13][O:12][CH2:11][CH2:10][C@H:9]([C:6]1[CH:5]=[CH:4][C:3]([C:1]#[C:2][C:22]2[CH:47]=[CH:46][C:25]([C:26]([N:28]([CH3:45])[C@:29]([CH3:44])([C:34]([NH:36][O:37][CH:38]3[CH2:43][CH2:42][CH2:41][CH2:40][O:39]3)=[O:35])[C:30]([NH:32][CH3:33])=[O:31])=[O:27])=[CH:24][CH:23]=2)=[CH:8][CH:7]=1)[O:14][CH:15]1[CH2:20][CH2:19][CH2:18][CH2:17][O:16]1, predict the reactants needed to synthesize it. The reactants are: [C:1]([C:3]1[CH:8]=[CH:7][C:6]([C@H:9]([O:14][CH:15]2[CH2:20][CH2:19][CH2:18][CH2:17][O:16]2)[CH2:10][CH2:11][O:12][CH3:13])=[CH:5][CH:4]=1)#[CH:2].I[C:22]1[CH:47]=[CH:46][C:25]([C:26]([N:28]([CH3:45])[C@:29]([CH3:44])([C:34]([NH:36][O:37][CH:38]2[CH2:43][CH2:42][CH2:41][CH2:40][O:39]2)=[O:35])[C:30]([NH:32][CH3:33])=[O:31])=[O:27])=[CH:24][CH:23]=1.[Cl-].[NH4+].Cl. (9) Given the product [ClH:29].[ClH:29].[NH2:28][CH2:27][CH2:26][O:25][N:24]=[CH:19][C:18]1[CH:17]=[CH:16][C:15]([N:12]2[CH2:11][CH2:10][N:9]([C:5]3[C:6]([NH2:8])=[N:7][C:2]([NH2:1])=[N:3][C:4]=3[CH3:23])[CH2:14][CH2:13]2)=[CH:22][CH:21]=1, predict the reactants needed to synthesize it. The reactants are: [NH2:1][C:2]1[N:7]=[C:6]([NH2:8])[C:5]([N:9]2[CH2:14][CH2:13][N:12]([C:15]3[CH:22]=[CH:21][C:18]([CH:19]=O)=[CH:17][CH:16]=3)[CH2:11][CH2:10]2)=[C:4]([CH3:23])[N:3]=1.[NH2:24][O:25][CH2:26][CH2:27][NH2:28].[ClH:29].Cl. (10) Given the product [CH2:1]([O:3][C:4]([C:6]1[N:7]([CH2:18][CH2:15][CH3:14])[CH:8]=[C:9]([N+:11]([O-:13])=[O:12])[CH:10]=1)=[O:5])[CH3:2], predict the reactants needed to synthesize it. The reactants are: [CH2:1]([O:3][C:4]([C:6]1[NH:7][CH:8]=[C:9]([N+:11]([O-:13])=[O:12])[CH:10]=1)=[O:5])[CH3:2].[CH3:14][CH2:15][O-].[Na+].[CH3:18]I.O.